From a dataset of Reaction yield outcomes from USPTO patents with 853,638 reactions. Predict the reaction yield, written as a fraction of the theoretical maximum amount of product (1.0 means a 100% yield; for example, 0.34 means a 34% yield). The product is [Br:23][C:13]1[N:12]=[C:11]([C:9]#[N:8])[CH:16]=[CH:15][C:14]=1[CH3:17]. No catalyst specified. The yield is 0.416. The reactants are CC([NH:8][C:9]([C:11]1[CH:16]=[CH:15][C:14]([CH3:17])=[C:13](OCC2CC2)[N:12]=1)=O)(C(=O)NC)C.[Br-:23].[Br-].[Br-].[P+3]=O.